Dataset: Peptide-MHC class I binding affinity with 185,985 pairs from IEDB/IMGT. Task: Regression. Given a peptide amino acid sequence and an MHC pseudo amino acid sequence, predict their binding affinity value. This is MHC class I binding data. The peptide sequence is LIFNVKSKL. The MHC is HLA-A68:02 with pseudo-sequence HLA-A68:02. The binding affinity (normalized) is 0.322.